Dataset: Retrosynthesis with 50K atom-mapped reactions and 10 reaction types from USPTO. Task: Predict the reactants needed to synthesize the given product. (1) Given the product O=C1Nc2ccc(I)cc2C1=NNC(=O)c1ccc(CNC(=O)c2ccc(C(=O)O)cc2)cc1, predict the reactants needed to synthesize it. The reactants are: COC(=O)c1ccc(C(=O)NCc2ccc(C(=O)NN=C3C(=O)Nc4ccc(I)cc43)cc2)cc1. (2) Given the product CC(C)(C)[Si](C)(C)OCCCN1C(=C(C#N)C#N)Nc2ccccc21, predict the reactants needed to synthesize it. The reactants are: CC(C)(C)[Si](C)(C)OCCCBr.N#CC(C#N)=C1Nc2ccccc2N1.